From a dataset of Full USPTO retrosynthesis dataset with 1.9M reactions from patents (1976-2016). Predict the reactants needed to synthesize the given product. (1) The reactants are: [CH2:1]([Si:3]([CH2:19][CH3:20])([CH2:17][CH3:18])[O:4][C:5](/[C:7](=[CH:15]/[CH3:16])/[CH2:8][CH2:9][C:10]([O:12][CH2:13][CH3:14])=[O:11])=[CH2:6])[CH3:2].CC(C)(C)/C(/O)=C/C(C(C(C(F)(F)F)(F)F)(F)F)=O.CC(C)(C)/C(/O)=C/C(C(C(C(F)(F)F)(F)F)(F)F)=O.CC(C)(C)/C(/O)=C/C(C(C(C(F)(F)F)(F)F)(F)F)=O.[Eu].[N+:79]([C:82]1[CH:89]=[N:88][CH:87]=[CH:86][C:83]=1[CH:84]=[O:85])([O-:81])=[O:80]. Given the product [CH3:16][C@@H:15]1[C:7]([CH2:8][CH2:9][C:10]([O:12][CH2:13][CH3:14])=[O:11])=[C:5]([O:4][Si:3]([CH2:1][CH3:2])([CH2:17][CH3:18])[CH2:19][CH3:20])[CH2:6][C@H:84]([C:83]2[CH:86]=[CH:87][N:88]=[CH:89][C:82]=2[N+:79]([O-:81])=[O:80])[O:85]1, predict the reactants needed to synthesize it. (2) Given the product [Br:13][CH2:14][CH2:15][CH2:16][CH2:17][C:1]1([C:6]([O:8][CH2:9][CH2:10][CH2:11][CH3:12])=[O:7])[CH2:5][CH2:4][CH2:3][CH2:2]1, predict the reactants needed to synthesize it. The reactants are: [CH:1]1([C:6]([O:8][CH2:9][CH2:10][CH2:11][CH3:12])=[O:7])[CH2:5][CH2:4][CH2:3][CH2:2]1.[Br:13][CH2:14][CH2:15][CH2:16][CH2:17]Br.[Li+].CC([N-]C(C)C)C. (3) Given the product [Cl:1][C:2]1[CH:3]=[C:4]2[C:9](=[C:10]([NH:17][CH:15]([CH3:16])[CH3:14])[N:11]=1)[C:8](=[O:13])[NH:7][CH:6]=[CH:5]2, predict the reactants needed to synthesize it. The reactants are: [Cl:1][C:2]1[CH:3]=[C:4]2[C:9](=[C:10](Cl)[N:11]=1)[C:8](=[O:13])[NH:7][CH:6]=[CH:5]2.[CH3:14][CH:15]([NH2:17])[CH3:16].CCN(C(C)C)C(C)C. (4) The reactants are: [Cl:1][C:2]1[CH:3]=[C:4]([CH:8]2[C:12]([C:15]3[CH:20]=[CH:19][C:18]([Cl:21])=[CH:17][CH:16]=3)([C:13]#[N:14])[CH:11]([CH2:22][C:23]([CH3:26])([CH3:25])[CH3:24])[N:10]([CH2:27][CH3:28])[CH:9]2[C:29]([OH:31])=O)[CH:5]=[CH:6][CH:7]=1.CC1(C)[O:37][C@@H:36]([CH2:38][CH2:39][NH2:40])[CH2:35][O:34]1.CN(C(ON1N=NC2C=CC=NC1=2)=[N+](C)C)C.F[P-](F)(F)(F)(F)F.CCN(C(C)C)C(C)C. Given the product [OH:37][C@H:36]([CH2:35][OH:34])[CH2:38][CH2:39][NH:40][C:29]([CH:9]1[CH:8]([C:4]2[CH:5]=[CH:6][CH:7]=[C:2]([Cl:1])[CH:3]=2)[C:12]([C:15]2[CH:20]=[CH:19][C:18]([Cl:21])=[CH:17][CH:16]=2)([C:13]#[N:14])[CH:11]([CH2:22][C:23]([CH3:26])([CH3:25])[CH3:24])[N:10]1[CH2:27][CH3:28])=[O:31], predict the reactants needed to synthesize it. (5) The reactants are: C[N+]1([O-])CCOCC1.[OH:9][C@@H:10]([CH2:40][C@H:41]([CH2:45][OH:46])[CH:42]([CH3:44])[CH3:43])[C@@H:11]([NH:32][C:33](=[O:39])[O:34][C:35]([CH3:38])([CH3:37])[CH3:36])[CH2:12][C@H:13]([CH2:17][C:18]1[CH:26]=[C:25]2[C:21]([CH:22]=[N:23][N:24]2[CH2:27][CH2:28][CH2:29][O:30][CH3:31])=[CH:20][CH:19]=1)[CH:14]([CH3:16])[CH3:15]. Given the product [CH:42]([C@H:41]1[C:45](=[O:46])[O:9][C@H:10]([C@@H:11]([NH:32][C:33](=[O:39])[O:34][C:35]([CH3:36])([CH3:37])[CH3:38])[CH2:12][C@H:13]([CH2:17][C:18]2[CH:26]=[C:25]3[C:21]([CH:22]=[N:23][N:24]3[CH2:27][CH2:28][CH2:29][O:30][CH3:31])=[CH:20][CH:19]=2)[CH:14]([CH3:15])[CH3:16])[CH2:40]1)([CH3:44])[CH3:43], predict the reactants needed to synthesize it. (6) Given the product [CH3:1][O:2][C:3]([C:5]1[S:6][CH:7]=[CH:8][CH:9]=1)=[O:4], predict the reactants needed to synthesize it. The reactants are: [CH3:1][O:2][C:3]([C:5]1[S:6][C:7](C2CCC(C)(C)CC2)=[CH:8][C:9]=1N(C(CO)CO)C([C@H]1CC[C@H](C)CC1)=O)=[O:4].C=O. (7) Given the product [S:1]1[CH2:6][CH:5]=[C:4]([B:18]2[O:19][C:20]([CH3:22])([CH3:21])[C:16]([CH3:32])([CH3:15])[O:17]2)[CH2:3][CH2:2]1, predict the reactants needed to synthesize it. The reactants are: [S:1]1[CH2:6][CH:5]=[C:4](OS(C(F)(F)F)(=O)=O)[CH2:3][CH2:2]1.[CH3:15][C:16]1([CH3:32])[C:20]([CH3:22])([CH3:21])[O:19][B:18]([B:18]2[O:19][C:20]([CH3:22])([CH3:21])[C:16]([CH3:32])([CH3:15])[O:17]2)[O:17]1.C([O-])(=O)C.[K+].